Dataset: Catalyst prediction with 721,799 reactions and 888 catalyst types from USPTO. Task: Predict which catalyst facilitates the given reaction. (1) Reactant: [Cl:1][C:2]1[CH:18]=[C:17]([C:19]#[N:20])[CH:16]=[C:15]([Cl:21])[C:3]=1[C:4](Cl)=[N:5][C:6]1[CH:11]=[CH:10][N:9]=[C:8]([Cl:12])[C:7]=1F.NC(N)=[S:24].N1C=CC=CC=1.C(N(CC)CC)C. Product: [Cl:1][C:2]1[CH:18]=[C:17]([CH:16]=[C:15]([Cl:21])[C:3]=1[C:4]1[S:24][C:7]2[C:8]([Cl:12])=[N:9][CH:10]=[CH:11][C:6]=2[N:5]=1)[C:19]#[N:20]. The catalyst class is: 32. (2) Reactant: [F:1][C:2]([F:36])([F:35])[C:3]1[CH:34]=[CH:33][C:6]([CH2:7][N:8]2[C:31](=[O:32])[N:11]3[NH:12][CH:13]([CH3:30])[C:14]([C:23]4[CH:28]=[CH:27][C:26]([Cl:29])=[CH:25][CH:24]=4)=[C:15]([C:16]4[CH:21]=[CH:20][C:19]([Cl:22])=[CH:18][CH:17]=4)[C:10]3=[N:9]2)=[CH:5][CH:4]=1.C(N(C(C)C)CC)(C)C.[C:46](Cl)(=[O:48])[CH3:47]. Product: [F:36][C:2]([F:35])([F:1])[C:3]1[CH:4]=[CH:5][C:6]([CH2:7][N:8]2[C:31](=[O:32])[N:11]3[N:12]([C:46](=[O:48])[CH3:47])[CH:13]([CH3:30])[C:14]([C:23]4[CH:28]=[CH:27][C:26]([Cl:29])=[CH:25][CH:24]=4)=[C:15]([C:16]4[CH:17]=[CH:18][C:19]([Cl:22])=[CH:20][CH:21]=4)[C:10]3=[N:9]2)=[CH:33][CH:34]=1. The catalyst class is: 2. (3) Reactant: [Al+3].[Cl-].[Cl-].[Cl-].[Cl:5][CH2:6][C:7](Cl)=[O:8].[F:10][C:11]([F:25])([F:24])[C:12]([N:14]1[CH2:23][CH2:22][C:21]2[C:16](=[CH:17][CH:18]=[CH:19][CH:20]=2)[CH2:15]1)=[O:13]. Product: [Cl:5][CH2:6][C:7]([C:18]1[CH:17]=[C:16]2[C:21]([CH2:22][CH2:23][N:14]([C:12](=[O:13])[C:11]([F:10])([F:25])[F:24])[CH2:15]2)=[CH:20][CH:19]=1)=[O:8]. The catalyst class is: 2.